This data is from Reaction yield outcomes from USPTO patents with 853,638 reactions. The task is: Predict the reaction yield, written as a fraction of the theoretical maximum amount of product (1.0 means a 100% yield; for example, 0.34 means a 34% yield). (1) The reactants are [NH2:1][CH2:2][CH2:3][CH2:4][C:5]([OH:7])=[O:6].[OH-].[Na+].[O:10](C(OC(C)(C)C)=O)[C:11]([O:13][C:14]([CH3:17])([CH3:16])[CH3:15])=O. The catalyst is CC(O)(C)C.O. The product is [C:14]([O:13][C:11]([NH:1][CH2:2][CH2:3][CH2:4][C:5]([OH:7])=[O:6])=[O:10])([CH3:17])([CH3:16])[CH3:15]. The yield is 0.850. (2) The yield is 0.920. The catalyst is O1CCOCC1. The reactants are [C:1]([NH2:5])([CH3:4])([CH3:3])[CH3:2].[Cl:6][C:7]1[CH:15]=[C:14]([F:16])[C:13]([S:17](Cl)(=[O:19])=[O:18])=[CH:12][C:8]=1[C:9]([OH:11])=[O:10]. The product is [Cl:6][C:7]1[CH:15]=[C:14]([F:16])[C:13]([S:17]([NH:5][C:1]([CH3:4])([CH3:3])[CH3:2])(=[O:19])=[O:18])=[CH:12][C:8]=1[C:9]([OH:11])=[O:10].